Dataset: Experimentally validated miRNA-target interactions with 360,000+ pairs, plus equal number of negative samples. Task: Binary Classification. Given a miRNA mature sequence and a target amino acid sequence, predict their likelihood of interaction. (1) The miRNA is hsa-miR-3617-5p with sequence AAAGACAUAGUUGCAAGAUGGG. The protein sequence of the target gene is MIARCLLAVRSLRRVGGSRILLRMTLGREVMSPLQAMSSYTVAGRNVLRWDLSPEQIKTRTEELIVQTKQVYDAVGMLGIEEVTYENCLQALADVEVKYIVERTMLDFPQHVSSDKEVRAASTEADKRLSRFDIEMSMRGDIFERIVHLQETCDLGKIKPEARRYLEKSIKMGKRNGLHLPEQVQNEIKSMKKRMSELCIDFNKNLNEDDTFLVFSKAELGALPDDFIDSLEKTDDDKYKITLKYPHYFPVMKKCCIPETRRRMEMAFNTRCKEENTIILQQLLPLRTKVAKLLGYSTHA.... Result: 1 (interaction). (2) The miRNA is hsa-miR-26b-5p with sequence UUCAAGUAAUUCAGGAUAGGU. The protein sequence of the target gene is MKTEAQPSTSLLANTSWTGTVISDSVPGSQTWEDKGSLTRSATSWTSEAQVSAARVAEAQARTSQPKQISVLEALTASALNQKPTHEKVQMTEKKESEVLLARPFWSSKTEYILAQVGFSMKPSCLWRFAYLWLNSGGCSFAAIYIFMLFLVGVPLLFLEMAAGQSMRQGGMGVWKIIAPWIGGVGYSSFMVCFILGLYFNVVNSWIIFYMSQSFQFPVPWEKCPLTMNSSGFDPECERTTPSIYFWYQQALKASDRIEDGGSPVYSLVLPFFLCWCLVGAFMINGLKSTGKVIYVLVLL.... Result: 1 (interaction). (3) The miRNA is hsa-miR-126-5p with sequence CAUUAUUACUUUUGGUACGCG. The protein sequence of the target gene is MAVPGEAEEEATVYLVVSGIPSVLRSAHLRSYFSQFREERGGGFLCFHYRHRPERAPPQAAPNSALIPTDPAAEGQLLSQTSATDVRPLSTRDSTPIQTRTCCCVISVRGLAQAQRLIRMYSGRRWLDSHGTWLPGRCLIRRLRLPTEASGLGSFPFKTRKELQSWKAENEAFTLADLKQLPELNPPVLMPRGNVGTPLRVFLELIRACRLPPRIITQLQLQFPKTGSSRRYGNVPFEYEDSETVEQEELVYTAEGEEIPQGTYLADIPASPCGEPEEEVGKEEEEESHSDEDDDRGEEW.... Result: 0 (no interaction). (4) The miRNA is hsa-miR-2467-5p with sequence UGAGGCUCUGUUAGCCUUGGCUC. The protein sequence of the target gene is MERSQSRLSLSASFEALAIYFPCMNSFDDEDAGDSRRLKGAIQRSTETGLAVEMPSRTLRQASHESIEDSMNSYGSEGNLNYGGVCLASDAQFSDFLGSMGPAQFVGRQTLATTPMGDVEIGLQERNGQLEVDIIQARGLTAKPGSKTLPAAYIKAYLLENGICIAKKKTKVARKSLDPLYNQVLLFPESPQGKVLQVIVWGNYGRMERKQFMGVARVLLEELDLTTLAVGWYKLFPTSSMVDPATGPLLRQASQLSLESTVGPCGERS. Result: 1 (interaction). (5) The miRNA is hsa-miR-33a-5p with sequence GUGCAUUGUAGUUGCAUUGCA. The protein sequence of the target gene is MLPFLLATLGTTALNNSNPKDYCYSARIRSTVLQGLPFGGVPTVLALDFMCFLALLFLFSILRKVAWDYGRLALVTDADRLRRQERDRVEQEYVASAMHGDSHDRYERLTSVSSSVDFDQRDNGFCSWLTAIFRIKDDEIRDKCGGDAVHYLSFQRHIIGLLVVVGVLSVGIVLPVNFSGDLLENNAYSFGRTTIANLKSGNNLLWLHTSFAFLYLLLTVYSMRRHTSKMRYKEDDLVKRTLFINGISKYAESEKIKKHFEEAYPNCTVLEARPCYNVARLMFLDAERKKAERGKLYFTN.... Result: 0 (no interaction). (6) The protein sequence of the target gene is MFSFNMFDHPIPRVFQNRFSTQYRCFSVSMLAGPNDRSDVEKGGKIIMPPSALDQLSRLNITYPMLFKLTNKNSDRMTHCGVLEFVADEGICYLPHWMMQNLLLEEGGLVQVESVNLQVATYSKFQPQSPDFLDITNPKAVLENALRNFACLTTGDVIAINYNEKIYELRVMETKPDKAVSIIECDMNVDFDAPLGYKEPERPVQHEESIEGEADHSGYAGEVGFRAFSGSGNRLDGKKKGVEPSPSPIKPGDIKRGIPNYEFKLGKITFIRNSRPLVKKVEEDEAGGRFIAFSGEGQSL.... The miRNA is hsa-miR-941 with sequence CACCCGGCUGUGUGCACAUGUGC. Result: 0 (no interaction). (7) The miRNA is hsa-miR-5580-5p with sequence UGCUGGCUCAUUUCAUAUGUGU. The protein sequence of the target gene is MPSPQLLVLFGSQTGTAQDVSERLGREARRRRLGCRVQALDSYPVVNLINEPLVIFVCATTGQGDPPDNMKNFWRFIFRKNLPSTALCQMDFAVLGLGDSSYAKFNFVAKKLHRRLLQLGGSALLPVCLGDDQHELGPDAAVDPWLRDLWDRVLGLYPPPPGLTEIPPGVPLPSKFTLLFLQEAPSTGSEGQRVAHPGSQEPPSESKPFLAPMISNQRVTGPSHFQDVRLIEFDILGSGISFAAGDVVLIQPSNSAAHVQRFCQVLGLDPDQLFMLQPREPDVSSPTRLPQPCSMRHLVS.... Result: 1 (interaction).